This data is from Forward reaction prediction with 1.9M reactions from USPTO patents (1976-2016). The task is: Predict the product of the given reaction. Given the reactants [O:1]1[CH2:5][CH2:4][CH:3]([CH2:6][C:7]2[N:12]=[CH:11][C:10]([C:13](OC)=[O:14])=[CH:9][CH:8]=2)[CH2:2]1.[H-].[H-].[H-].[H-].[Li+].[Al+3], predict the reaction product. The product is: [O:1]1[CH2:5][CH2:4][CH:3]([CH2:6][C:7]2[N:12]=[CH:11][C:10]([CH2:13][OH:14])=[CH:9][CH:8]=2)[CH2:2]1.